Dataset: Experimentally validated miRNA-target interactions with 360,000+ pairs, plus equal number of negative samples. Task: Binary Classification. Given a miRNA mature sequence and a target amino acid sequence, predict their likelihood of interaction. (1) The miRNA is hsa-miR-191-3p with sequence GCUGCGCUUGGAUUUCGUCCCC. The protein sequence of the target gene is MREIVHIQAGQCGNQIGAKFWEVISDEHGIDPSGNYVGDSDLQLERISVYYNEASSHKYVPRAILVDLEPGTMDSVRSGAFGHLFRPDNFIFGQSGAGNNWAKGHYTEGAELVDSVLDVVRKECENCDCLQGFQLTHSLGGGTGSGMGTLLISKVREEYPDRIMNTFSVVPSPKVSDTVVEPYNATLSIHQLVENTDETYCIDNEALYDICFRTLKLATPTYGDLNHLVSATMSGVTTSLRFPGQLNADLRKLAVNMVPFPRLHFFMPGFAPLTARGSQQYRALTVPELTQQMFDAKNMM.... Result: 0 (no interaction). (2) The miRNA is hsa-miR-8075 with sequence UGCUGAUGGCAGAUGUCGGGUCUG. The protein sequence of the target gene is MSEEKPKEGVKTENDHINLKVAGQDGSVVQFKIKRHTPLSKLMKAYCERQGLSMRQIRFRFDGQPINETDTPAQLEMEDEDTIDVFQQQTGGVPESSLAGHSF. Result: 0 (no interaction).